Predict the reaction yield, written as a fraction of the theoretical maximum amount of product (1.0 means a 100% yield; for example, 0.34 means a 34% yield). From a dataset of Reaction yield outcomes from USPTO patents with 853,638 reactions. (1) The reactants are Br[C:2]1[CH:7]=[CH:6][C:5]([F:8])=[CH:4][N:3]=1.[OH:9][CH2:10][C:11]1[CH:18]=[CH:17][C:14]([C:15]#[N:16])=[CH:13][CH:12]=1.[H-].[Na+]. The catalyst is CN(C)C=O. The product is [F:8][C:5]1[CH:6]=[CH:7][C:2]([O:9][CH2:10][C:11]2[CH:18]=[CH:17][C:14]([C:15]#[N:16])=[CH:13][CH:12]=2)=[N:3][CH:4]=1. The yield is 0.850. (2) The reactants are [C:1]1(=[O:11])[NH:5][C:4](=[O:6])[C:3]2=[CH:7][CH:8]=[CH:9][CH:10]=[C:2]12.[K].[I:13][C:14]1[CH:19]=[CH:18][C:17]([CH2:20][CH2:21][CH:22]([O:38][CH2:39][C:40]2[CH:45]=[CH:44][C:43]([O:46][CH3:47])=[CH:42][CH:41]=2)[CH:23]([CH2:31][CH2:32]OS(C)(=O)=O)[C:24]([O:26][C:27]([CH3:30])([CH3:29])[CH3:28])=[O:25])=[CH:16][CH:15]=1. The catalyst is CN(C)C=O. The product is [O:6]=[C:4]1[C:3]2[C:2](=[CH:10][CH:9]=[CH:8][CH:7]=2)[C:1](=[O:11])[N:5]1[CH2:32][CH2:31][CH:23]([CH:22]([O:38][CH2:39][C:40]1[CH:45]=[CH:44][C:43]([O:46][CH3:47])=[CH:42][CH:41]=1)[CH2:21][CH2:20][C:17]1[CH:18]=[CH:19][C:14]([I:13])=[CH:15][CH:16]=1)[C:24]([O:26][C:27]([CH3:30])([CH3:29])[CH3:28])=[O:25]. The yield is 0.210. (3) The reactants are [Br:1][C:2]1[N:3]=[C:4]([CH:12]2[CH2:17][N:16]([C:18]([O:20][CH2:21][C:22]3[CH:27]=[CH:26][CH:25]=[CH:24][CH:23]=3)=[O:19])[CH:15]([C:28]([F:31])([F:30])[F:29])[CH2:14][CH2:13]2)[N:5]2[CH:10]=[CH:9][N:8]=[C:7](Cl)[C:6]=12.[CH3:32][O:33][C:34]1[CH:39]=[C:38]([O:40][CH3:41])[CH:37]=[CH:36][C:35]=1[CH2:42][NH2:43].C([O-])([O-])=O.[K+].[K+]. The catalyst is CN(C=O)C.O. The product is [CH3:32][O:33][C:34]1[CH:39]=[C:38]([O:40][CH3:41])[CH:37]=[CH:36][C:35]=1[CH2:42][NH:43][C:7]1[C:6]2[N:5]([C:4]([CH:12]3[CH2:17][N:16]([C:18]([O:20][CH2:21][C:22]4[CH:23]=[CH:24][CH:25]=[CH:26][CH:27]=4)=[O:19])[CH:15]([C:28]([F:31])([F:29])[F:30])[CH2:14][CH2:13]3)=[N:3][C:2]=2[Br:1])[CH:10]=[CH:9][N:8]=1. The yield is 0.749. (4) The reactants are [C:1]([O:4][CH2:5][C:6]1[CH:11]=[CH:10][CH:9]=[C:8]([CH2:12][O:13][C:14](=[O:16])[CH3:15])[CH:7]=1)(=[O:3])[CH3:2].C([O-])(=O)C.[Na+].[Br:22]Br.S([O-])([O-])=O.[Na+].[Na+]. The catalyst is C(O)(=O)C. The product is [C:1]([O:4][CH2:5][C:6]1[CH:7]=[C:8]([CH2:12][O:13][C:14](=[O:16])[CH3:15])[CH:9]=[CH:10][C:11]=1[Br:22])(=[O:3])[CH3:2]. The yield is 0.976. (5) The reactants are C(Cl)(=O)C(Cl)=O.[CH3:7][O:8][C:9]([C:11]1[CH:19]=[CH:18][C:14]([C:15]([OH:17])=O)=[CH:13][CH:12]=1)=[O:10].[CH3:20][N:21]1[CH2:26][CH2:25][NH:24][CH2:23][CH2:22]1.N1C=CC=CC=1. The product is [CH3:20][N:21]1[CH2:26][CH2:25][N:24]([C:15]([C:14]2[CH:13]=[CH:12][C:11]([C:9]([O:8][CH3:7])=[O:10])=[CH:19][CH:18]=2)=[O:17])[CH2:23][CH2:22]1. The catalyst is C(Cl)Cl.CN(C=O)C. The yield is 0.611.